From a dataset of Full USPTO retrosynthesis dataset with 1.9M reactions from patents (1976-2016). Predict the reactants needed to synthesize the given product. (1) Given the product [F:1][C:2]1[CH:22]=[CH:21][C:5]([CH2:6][CH:7]2[CH2:16][C:15]3[C:10](=[CH:11][CH:12]=[CH:13][CH:14]=3)[CH2:9][N:8]2[CH2:17][CH2:18][CH2:19][NH:20][C:32]([NH:31][C:26]2[CH:27]=[CH:28][CH:29]=[CH:30][C:25]=2[O:24][CH3:23])=[O:33])=[CH:4][CH:3]=1, predict the reactants needed to synthesize it. The reactants are: [F:1][C:2]1[CH:22]=[CH:21][C:5]([CH2:6][CH:7]2[CH2:16][C:15]3[C:10](=[CH:11][CH:12]=[CH:13][CH:14]=3)[CH2:9][N:8]2[CH2:17][CH2:18][CH2:19][NH2:20])=[CH:4][CH:3]=1.[CH3:23][O:24][C:25]1[CH:30]=[CH:29][CH:28]=[CH:27][C:26]=1[N:31]=[C:32]=[O:33]. (2) Given the product [OH:1][C:2]([CH3:34])([CH3:35])[CH2:3][C@@:4]1([C:28]2[CH:33]=[CH:32][CH:31]=[CH:30][CH:29]=2)[O:9][C:8](=[O:10])[N:7]([C@H:11]([C:13]2[CH:14]=[CH:15][C:16]([C:37]3[CH:42]=[CH:41][NH:40][C:39](=[O:43])[CH:38]=3)=[CH:17][CH:18]=2)[CH3:12])[CH2:6][CH2:5]1, predict the reactants needed to synthesize it. The reactants are: [OH:1][C:2]([CH3:35])([CH3:34])[CH2:3][C@@:4]1([C:28]2[CH:33]=[CH:32][CH:31]=[CH:30][CH:29]=2)[O:9][C:8](=[O:10])[N:7]([C@H:11]([C:13]2[CH:18]=[CH:17][C:16](B3OC(C)(C)C(C)(C)O3)=[CH:15][CH:14]=2)[CH3:12])[CH2:6][CH2:5]1.I[C:37]1[CH:42]=[CH:41][NH:40][C:39](=[O:43])[CH:38]=1.C([O-])([O-])=O.[Cs+].[Cs+].C(Cl)Cl. (3) Given the product [Br:15][C:13]1[CH:12]=[CH:11][C:9]2[N:10]=[C:6]([CH2:5][CH2:4][OH:3])[S:7][C:8]=2[CH:14]=1, predict the reactants needed to synthesize it. The reactants are: C([O:3][C:4](=O)[CH2:5][C:6]1[S:7][C:8]2[CH:14]=[C:13]([Br:15])[CH:12]=[CH:11][C:9]=2[N:10]=1)C.[BH4-].[Na+]. (4) Given the product [CH3:1][C:2]1[N:6]=[C:5]([C@H:7]([NH2:9])[CH3:8])[O:4][N:3]=1, predict the reactants needed to synthesize it. The reactants are: [CH3:1][C:2]1[N:6]=[C:5]([C@H:7]([NH:9]C(=O)OC(C)(C)C)[CH3:8])[O:4][N:3]=1.Cl. (5) Given the product [C:1]1([CH:7]([OH:11])[C:8]#[C:9][CH3:10])[CH:6]=[CH:5][CH:4]=[CH:3][CH:2]=1, predict the reactants needed to synthesize it. The reactants are: [C:1]1([C:7](=[O:11])[CH2:8][CH2:9][CH3:10])[CH:6]=[CH:5][CH:4]=[CH:3][CH:2]=1.[OH-].[Na+]. (6) The reactants are: [Si:1]([O:18][C@H:19]([CH3:25])[CH2:20][CH2:21][CH2:22][CH2:23][OH:24])([C:14]([CH3:17])([CH3:16])[CH3:15])([C:8]1[CH:13]=[CH:12][CH:11]=[CH:10][CH:9]=1)[C:2]1[CH:7]=[CH:6][CH:5]=[CH:4][CH:3]=1.[CH2:26]=[C:27]1[CH2:32][CH2:31][N:30]([C:33]([O:35][C:36]([CH3:39])([CH3:38])[CH3:37])=[O:34])[CH2:29][CH2:28]1.[Si](OS(C(F)(F)F)(=O)=O)(C)(C)C.[I:52]N1C(=O)CCC1=O.[O-]S([O-])(=S)=O.[Na+].[Na+]. Given the product [Si:1]([O:18][C@H:19]([CH3:25])[CH2:20][CH2:21][CH2:22][CH2:23][O:24][C:27]1([CH2:26][I:52])[CH2:32][CH2:31][N:30]([C:33]([O:35][C:36]([CH3:39])([CH3:38])[CH3:37])=[O:34])[CH2:29][CH2:28]1)([C:14]([CH3:16])([CH3:17])[CH3:15])([C:8]1[CH:9]=[CH:10][CH:11]=[CH:12][CH:13]=1)[C:2]1[CH:3]=[CH:4][CH:5]=[CH:6][CH:7]=1, predict the reactants needed to synthesize it.